This data is from Full USPTO retrosynthesis dataset with 1.9M reactions from patents (1976-2016). The task is: Predict the reactants needed to synthesize the given product. (1) The reactants are: CO[C:3](=[O:31])[C:4]1[CH:9]=[CH:8][C:7]([N:10]2[CH:14]=[C:13]([C:15]3[C:16]([C:24]4[CH:29]=[CH:28][C:27]([F:30])=[CH:26][CH:25]=4)=[N:17][O:18][C:19]=3[C:20]([F:23])([F:22])[F:21])[N:12]=[CH:11]2)=[N:6][CH:5]=1.[NH2:32][CH:33]1[CH2:38][CH2:37][O:36][CH2:35][CH2:34]1. Given the product [F:30][C:27]1[CH:26]=[CH:25][C:24]([C:16]2[C:15]([C:13]3[N:12]=[CH:11][N:10]([C:7]4[CH:8]=[CH:9][C:4]([C:3]([NH:32][CH:33]5[CH2:38][CH2:37][O:36][CH2:35][CH2:34]5)=[O:31])=[CH:5][N:6]=4)[CH:14]=3)=[C:19]([C:20]([F:22])([F:21])[F:23])[O:18][N:17]=2)=[CH:29][CH:28]=1, predict the reactants needed to synthesize it. (2) Given the product [CH:7]1[C:8]([OH:11])=[CH:9][C:10]2[O:18][C:16]([C:15]3[C:14]([C:2]=2[CH:3]=1)=[CH:22][C:21]([OH:23])=[C:20]([OH:25])[CH:19]=3)=[O:17], predict the reactants needed to synthesize it. The reactants are: Br[C:2]1[CH:10]=[CH:9][C:8]([O:11]C)=[CH:7][C:3]=1C(O)=O.Br[C:14]1[CH:22]=[C:21]([O:23]C)[C:20]([O:25]C)=[CH:19][C:15]=1[C:16]([OH:18])=[O:17].C1C(O)=CC2C(OC3C=C(O)C=CC=3C=2C=1)=O.